Dataset: Full USPTO retrosynthesis dataset with 1.9M reactions from patents (1976-2016). Task: Predict the reactants needed to synthesize the given product. (1) Given the product [Cl:1][C:2]1[CH:3]=[N:4][CH:5]=[C:6]([Cl:26])[C:7]=1[CH2:8][C:9]([C:11]1[C:12]2[N:13]([N:19]=[C:20]([C:22]([F:23])([F:24])[F:25])[CH:21]=2)[C:14]([O:17][CH3:18])=[CH:15][CH:16]=1)=[O:10], predict the reactants needed to synthesize it. The reactants are: [Cl:1][C:2]1[CH:3]=[N:4][CH:5]=[C:6]([Cl:26])[C:7]=1[CH2:8][CH:9]([C:11]1[C:12]2[N:13]([N:19]=[C:20]([C:22]([F:25])([F:24])[F:23])[CH:21]=2)[C:14]([O:17][CH3:18])=[CH:15][CH:16]=1)[OH:10]. (2) The reactants are: [C@@H:1]1([NH2:8])[CH2:6][CH2:5][CH2:4][CH2:3][C@H:2]1[NH2:7].[CH2:9](O)[CH:10](O)[CH2:11][CH3:12]. Given the product [CH2:10]([C@@H:11]1[CH2:12][NH:8][C@@H:1]2[C@H:2]([CH2:3][CH2:4][CH2:5][CH2:6]2)[NH:7]1)[CH3:9], predict the reactants needed to synthesize it.